This data is from CYP1A2 inhibition data for predicting drug metabolism from PubChem BioAssay. The task is: Regression/Classification. Given a drug SMILES string, predict its absorption, distribution, metabolism, or excretion properties. Task type varies by dataset: regression for continuous measurements (e.g., permeability, clearance, half-life) or binary classification for categorical outcomes (e.g., BBB penetration, CYP inhibition). Dataset: cyp1a2_veith. (1) The compound is CNc1nc(-c2ccc3c(c2)OCO3)nc2ccccc12. The result is 1 (inhibitor). (2) The molecule is CC[C@H](C)C(=O)O[C@@H]1[C@H](O)[C@@H]2[C@H](CN3C[C@@H](C)CC[C@@H]3[C@@]2(C)O)[C@@H]2C[C@@]34O[C@@]5(O)[C@@H](OC(=O)[C@](C)(O)CC)CC[C@@]3(C)[C@H]5[C@H](OC(C)=O)[C@@H](OC(C)=O)[C@H]4[C@@]21O. The result is 0 (non-inhibitor). (3) The compound is O=c1cnc2cnc(Nc3ccccc3)nc2n1C[C@H]1CCCO1. The result is 1 (inhibitor). (4) The molecule is O=c1c(CCc2ccccc2)nc2cnc(N3CCOCC3)nc2n1Cc1cccs1. The result is 1 (inhibitor). (5) The result is 0 (non-inhibitor). The molecule is C/C(CCN1CCc2nc(-c3ccccc3)c(-c3ccccc3)cc2C1)=N\OC[C@@H](O)[C@@H]1O[C@@H]2OC(C)(C)O[C@@H]2[C@H]1O. (6) The drug is O=C(O)C1CCN(c2ncnc3ccc(-c4ccccc4C(F)(F)F)cc23)CC1. The result is 0 (non-inhibitor).